From a dataset of Catalyst prediction with 721,799 reactions and 888 catalyst types from USPTO. Predict which catalyst facilitates the given reaction. (1) The catalyst class is: 11. Reactant: O.O.O.O.O.O.[NH:7]1[CH2:12][CH2:11][NH:10][CH2:9][CH2:8]1.C(=O)([O-])[O-].[K+].[K+].Cl[CH2:20][CH2:21][O:22][CH:23]([C:30]1[CH:35]=[CH:34][CH:33]=[CH:32][CH:31]=1)[C:24]1[CH:29]=[CH:28][CH:27]=[CH:26][CH:25]=1. Product: [C:30]1([CH:23]([C:24]2[CH:25]=[CH:26][CH:27]=[CH:28][CH:29]=2)[O:22][CH2:21][CH2:20][N:7]2[CH2:12][CH2:11][NH:10][CH2:9][CH2:8]2)[CH:31]=[CH:32][CH:33]=[CH:34][CH:35]=1. (2) Reactant: [F:1][C:2]1[C:3]([NH2:21])=[N:4][CH:5]=[C:6]([N+:18]([O-])=O)[C:7]=1[S:8][CH2:9][C:10]1[CH:15]=[CH:14][C:13]([O:16][CH3:17])=[CH:12][CH:11]=1.[NH4+].[Cl-]. Product: [F:1][C:2]1[C:3]([NH2:21])=[N:4][CH:5]=[C:6]([NH2:18])[C:7]=1[S:8][CH2:9][C:10]1[CH:11]=[CH:12][C:13]([O:16][CH3:17])=[CH:14][CH:15]=1. The catalyst class is: 284. (3) Reactant: [CH:1]1([CH:7]([O:35][CH3:36])[C:8]2[CH:30]=[CH:29][C:28]([C:31]([F:34])([F:33])[F:32])=[CH:27][C:9]=2[CH2:10][NH:11][CH2:12][C:13]2[CH:18]=[C:17]([C:19]([F:22])([F:21])[F:20])[CH:16]=[C:15]([C:23]([F:26])([F:25])[F:24])[CH:14]=2)[CH2:6][CH2:5][CH2:4][CH2:3][CH2:2]1.C(N(C(C)C)CC)(C)C.Cl[C:47]([O:49][CH3:50])=[O:48]. Product: [CH3:50][O:49][C:47](=[O:48])[N:11]([CH2:12][C:13]1[CH:14]=[C:15]([C:23]([F:26])([F:25])[F:24])[CH:16]=[C:17]([C:19]([F:20])([F:21])[F:22])[CH:18]=1)[CH2:10][C:9]1[CH:27]=[C:28]([C:31]([F:32])([F:33])[F:34])[CH:29]=[CH:30][C:8]=1[CH:7]([CH:1]1[CH2:6][CH2:5][CH2:4][CH2:3][CH2:2]1)[O:35][CH3:36]. The catalyst class is: 4. (4) Reactant: [NH2:1][C:2]1[S:3][CH:4]=[CH:5][C:6]=1[C:7]([NH2:9])=[O:8].C([O-])C.[Na+].CO[C:16]([C:18]1[CH:23]=[CH:22][CH:21]=[C:20]([Br:24])[N:19]=1)=O.Cl. Product: [Br:24][C:20]1[N:19]=[C:18]([C:16]2[NH:9][C:7](=[O:8])[C:6]3[CH:5]=[CH:4][S:3][C:2]=3[N:1]=2)[CH:23]=[CH:22][CH:21]=1. The catalyst class is: 8. (5) Reactant: [C:1]1([C:29]2[CH:34]=[CH:33][CH:32]=[CH:31][CH:30]=2)[CH:6]=[CH:5][C:4]([C:7]2[N:8]([CH2:16][C@@H:17]3[CH2:21][CH2:20][N:19](C(OC(C)(C)C)=O)[CH2:18]3)[C:9]3[CH:14]=[CH:13][N:12]=[CH:11][C:10]=3[N:15]=2)=[CH:3][CH:2]=1.Cl. Product: [C:1]1([C:29]2[CH:30]=[CH:31][CH:32]=[CH:33][CH:34]=2)[CH:6]=[CH:5][C:4]([C:7]2[N:8]([CH2:16][C@@H:17]3[CH2:21][CH2:20][NH:19][CH2:18]3)[C:9]3[CH:14]=[CH:13][N:12]=[CH:11][C:10]=3[N:15]=2)=[CH:3][CH:2]=1. The catalyst class is: 523. (6) Reactant: [CH3:1][O:2][NH:3][C:4](=[O:10])[CH:5]([Br:9])[CH2:6][CH2:7]Br.[H-].[Na+].BrC(CCBr)C(Br)=O. Product: [CH3:1][O:2][N:3]1[CH2:7][CH2:6][CH:5]([Br:9])[C:4]1=[O:10]. The catalyst class is: 48.